From a dataset of Peptide-MHC class I binding affinity with 185,985 pairs from IEDB/IMGT. Regression. Given a peptide amino acid sequence and an MHC pseudo amino acid sequence, predict their binding affinity value. This is MHC class I binding data. (1) The binding affinity (normalized) is 0.391. The MHC is HLA-A11:01 with pseudo-sequence HLA-A11:01. The peptide sequence is ILQLIRHGR. (2) The peptide sequence is NIVTDLENR. The MHC is HLA-A11:01 with pseudo-sequence HLA-A11:01. The binding affinity (normalized) is 0.161. (3) The peptide sequence is MPASWVMRI. The MHC is HLA-A02:06 with pseudo-sequence HLA-A02:06. The binding affinity (normalized) is 0.125. (4) The peptide sequence is MSFSDTFEM. The MHC is HLA-B57:01 with pseudo-sequence HLA-B57:01. The binding affinity (normalized) is 0.628.